This data is from Reaction yield outcomes from USPTO patents with 853,638 reactions. The task is: Predict the reaction yield, written as a fraction of the theoretical maximum amount of product (1.0 means a 100% yield; for example, 0.34 means a 34% yield). (1) The reactants are [Br:1][C:2]1[C:3]([C:16](=[S:18])[NH2:17])=[CH:4][C:5]([NH:8][C:9](=[O:15])[O:10][C:11]([CH3:14])([CH3:13])[CH3:12])=[N:6][CH:7]=1.C(=O)(O)[O-].[Na+].[F:24][C:25]([F:31])([F:30])[C:26]([CH2:28]Br)=[O:27]. The catalyst is O1CCCC1. The product is [Br:1][C:2]1[C:3]([C:16]2[S:18][CH2:28][C:26]([OH:27])([C:25]([F:31])([F:30])[F:24])[N:17]=2)=[CH:4][C:5]([NH:8][C:9](=[O:15])[O:10][C:11]([CH3:13])([CH3:14])[CH3:12])=[N:6][CH:7]=1. The yield is 0.850. (2) The reactants are [OH-].[Na+].[CH:3](=O)[C:4]1[CH:9]=[CH:8][CH:7]=[CH:6][CH:5]=1.[CH3:11][C:12]([C:14]1[CH:19]=[C:18]([Cl:20])[CH:17]=[CH:16][C:15]=1[OH:21])=[O:13]. The catalyst is O.CO. The product is [Cl:20][C:18]1[CH:17]=[CH:16][C:15]([OH:21])=[C:14]([C:12](=[O:13])/[CH:11]=[CH:3]/[C:4]2[CH:9]=[CH:8][CH:7]=[CH:6][CH:5]=2)[CH:19]=1. The yield is 0.460. (3) The reactants are [H-].[Na+].[C:3](=[O:8])([O:6][CH3:7])OC.[CH3:9][O:10][C:11]1[N:16]=[CH:15][C:14]([N:17]2[CH2:22][CH2:21][C:20](=[O:23])[CH2:19][CH2:18]2)=[CH:13][C:12]=1[CH3:24]. No catalyst specified. The product is [CH3:7][O:6][C:3]([CH:19]1[C:20](=[O:23])[CH2:21][CH2:22][N:17]([C:14]2[CH:15]=[N:16][C:11]([O:10][CH3:9])=[C:12]([CH3:24])[CH:13]=2)[CH2:18]1)=[O:8]. The yield is 0.770.